Dataset: Forward reaction prediction with 1.9M reactions from USPTO patents (1976-2016). Task: Predict the product of the given reaction. (1) Given the reactants Cl[C:2]1[N:3]=[CH:4][C:5]([C:8]([O:10]C)=[O:9])=[N:6][CH:7]=1.C(=O)([O-])[O-].[K+].[K+].[CH3:18][O:19][CH2:20][CH2:21][OH:22], predict the reaction product. The product is: [CH3:18][O:19][CH2:20][CH2:21][O:22][C:2]1[N:3]=[CH:4][C:5]([C:8]([OH:10])=[O:9])=[N:6][CH:7]=1. (2) Given the reactants [NH2:1][C:2]1[C:3]([F:37])=[C:4]([C:9]([C:11]2[C:19]3[C:14](=[N:15][CH:16]=[C:17]([C:20]4[CH:25]=[CH:24][C:23]([Cl:26])=[CH:22][CH:21]=4)[CH:18]=3)[N:13]([C:27](=[O:36])[C:28]3[C:33]([Cl:34])=[CH:32][CH:31]=[CH:30][C:29]=3[Cl:35])[CH:12]=2)=[O:10])[C:5]([F:8])=[CH:6][CH:7]=1.N1C=CC=CC=1.[CH2:44]([S:47](Cl)(=[O:49])=[O:48])[CH2:45][CH3:46].CC1CCCO1, predict the reaction product. The product is: [Cl:26][C:23]1[CH:22]=[CH:21][C:20]([C:17]2[CH:18]=[C:19]3[C:11]([C:9]([C:4]4[C:3]([F:37])=[C:2]([NH:1][S:47]([CH2:44][CH2:45][CH3:46])(=[O:49])=[O:48])[CH:7]=[CH:6][C:5]=4[F:8])=[O:10])=[CH:12][N:13]([C:27](=[O:36])[C:28]4[C:33]([Cl:34])=[CH:32][CH:31]=[CH:30][C:29]=4[Cl:35])[C:14]3=[N:15][CH:16]=2)=[CH:25][CH:24]=1. (3) Given the reactants C[O:2][C:3]([C:5]1[C:13]([NH:14][C:15]2[CH:20]=[CH:19][C:18]([Br:21])=[CH:17][C:16]=2[Cl:22])=[C:12]([F:23])[C:8]2[N:9]=[CH:10][NH:11][C:7]=2[CH:6]=1)=[O:4].[OH-].[Na+], predict the reaction product. The product is: [Br:21][C:18]1[CH:19]=[CH:20][C:15]([NH:14][C:13]2[C:5]([C:3]([OH:4])=[O:2])=[CH:6][C:7]3[NH:11][CH:10]=[N:9][C:8]=3[C:12]=2[F:23])=[C:16]([Cl:22])[CH:17]=1. (4) Given the reactants [O:1]([CH2:5][CH2:6][OH:7])[CH2:2][CH2:3][OH:4].C(N([CH2:13][CH3:14])CC)C.[S:15](Cl)([C:18]1[CH:24]=[CH:23][C:21]([CH3:22])=[CH:20][CH:19]=1)(=[O:17])=[O:16], predict the reaction product. The product is: [CH3:22][C:21]1[CH:23]=[CH:24][C:18]([S:15]([O:4][CH2:3][CH2:2][O:1][CH2:5][CH2:6][O:7][S:15]([C:18]2[CH:24]=[CH:23][C:13]([CH3:14])=[CH:20][CH:19]=2)(=[O:17])=[O:16])(=[O:17])=[O:16])=[CH:19][CH:20]=1.